From a dataset of Peptide-MHC class I binding affinity with 185,985 pairs from IEDB/IMGT. Regression. Given a peptide amino acid sequence and an MHC pseudo amino acid sequence, predict their binding affinity value. This is MHC class I binding data. (1) The MHC is HLA-A29:02 with pseudo-sequence HLA-A29:02. The peptide sequence is KVNACHHNY. The binding affinity (normalized) is 0.561. (2) The peptide sequence is FLPNPAFIH. The MHC is HLA-A24:02 with pseudo-sequence HLA-A24:02. The binding affinity (normalized) is 0.426. (3) The peptide sequence is KRWIILGLNK. The MHC is HLA-A02:06 with pseudo-sequence HLA-A02:06. The binding affinity (normalized) is 0. (4) The peptide sequence is HLNIPIGFK. The MHC is HLA-A31:01 with pseudo-sequence HLA-A31:01. The binding affinity (normalized) is 0.519.